Dataset: Peptide-MHC class II binding affinity with 134,281 pairs from IEDB. Task: Regression. Given a peptide amino acid sequence and an MHC pseudo amino acid sequence, predict their binding affinity value. This is MHC class II binding data. The peptide sequence is LGVLLLIGCWYCRRRNGYR. The MHC is DRB4_0101 with pseudo-sequence DRB4_0103. The binding affinity (normalized) is 0.146.